Dataset: Full USPTO retrosynthesis dataset with 1.9M reactions from patents (1976-2016). Task: Predict the reactants needed to synthesize the given product. (1) The reactants are: [NH2:1][C:2]1[CH:7]=[C:6]([O:8][C:9]2[CH:14]=[CH:13][C:12]([NH:15][C:16](=[O:25])[O:17][CH2:18][C:19]3[CH:24]=[CH:23][CH:22]=[CH:21][CH:20]=3)=[C:11]([F:26])[CH:10]=2)[CH:5]=[CH:4][N:3]=1.[CH2:27]([N:29]([CH2:32][CH3:33])[CH2:30][CH3:31])C.ClC([O:37][C:38]1C=CC=CC=1)=O.[CH3:44][N:45]1CCC(NC)C[CH2:46]1. Given the product [F:26][C:11]1[CH:10]=[C:9]([O:8][C:6]2[CH:5]=[CH:4][N:3]=[C:2]([NH:1][C:38]([N:45]([CH3:46])[CH:44]3[CH2:33][CH2:32][N:29]([CH3:27])[CH2:30][CH2:31]3)=[O:37])[CH:7]=2)[CH:14]=[CH:13][C:12]=1[NH:15][C:16](=[O:25])[O:17][CH2:18][C:19]1[CH:24]=[CH:23][CH:22]=[CH:21][CH:20]=1, predict the reactants needed to synthesize it. (2) The reactants are: [CH:1]1([NH2:6])[CH2:5][CH2:4][CH2:3][CH2:2]1.[C:7](=O)([O-])[O-].[K+].[K+].[Br:13][C:14]1[CH:21]=[CH:20][C:17]([C:18]#[N:19])=[C:16](F)[CH:15]=1. Given the product [Br:13][C:14]1[CH:21]=[CH:20][C:17]([C:18]#[N:19])=[C:16]([NH:6][CH:1]2[CH2:7][CH2:2][CH2:3][CH2:4][CH2:5]2)[CH:15]=1, predict the reactants needed to synthesize it.